Dataset: Catalyst prediction with 721,799 reactions and 888 catalyst types from USPTO. Task: Predict which catalyst facilitates the given reaction. (1) Reactant: [C:1]([O:4][C:5]1[CH:6]=[C:7]([CH:41]=[CH:42][C:43]=1[OH:44])[C:8]([NH:10][C@H:11]([B:28]1[O:36][CH:35]2[C:30]([CH3:40])([CH:31]3[CH2:37][CH:33]([CH2:34]2)[C:32]3([CH3:39])[CH3:38])[O:29]1)[CH2:12][C:13]1[C:14]([O:26][CH3:27])=[C:15]([CH:23]=[CH:24][CH:25]=1)[C:16]([O:18][C:19]([CH3:22])([CH3:21])[CH3:20])=[O:17])=[O:9])(=[O:3])[CH3:2].C([O-])([O-])=O.[K+].[K+].Br[CH2:52][CH2:53][NH:54]C(=O)OC(C)(C)C.O. Product: [C:1]([O:4][C:5]1[CH:6]=[C:7]([CH:41]=[CH:42][C:43]=1[O:44][CH2:52][CH2:53][NH2:54])[C:8]([NH:10][C@H:11]([B:28]1[O:36][CH:35]2[C:30]([CH3:40])([CH:31]3[CH2:37][CH:33]([CH2:34]2)[C:32]3([CH3:39])[CH3:38])[O:29]1)[CH2:12][C:13]1[C:14]([O:26][CH3:27])=[C:15]([CH:23]=[CH:24][CH:25]=1)[C:16]([O:18][C:19]([CH3:21])([CH3:20])[CH3:22])=[O:17])=[O:9])(=[O:3])[CH3:2]. The catalyst class is: 3. (2) Reactant: [CH2:1]([C@:3]1([C:8]2[CH:13]=[CH:12][N:11]=[C:10]([O:14][CH3:15])[C:9]=2[CH2:16][O:17][CH2:18][O:19][CH3:20])[O:5][CH:4]1[CH2:6][OH:7])[CH3:2].[H-].[H-].[H-].[H-].[Li+].[Al+3]. Product: [CH3:15][O:14][C:10]1[C:9]([CH2:16][O:17][CH2:18][O:19][CH3:20])=[C:8]([C@@:3]([OH:5])([CH2:1][CH3:2])[CH2:4][CH2:6][OH:7])[CH:13]=[CH:12][N:11]=1. The catalyst class is: 28. (3) Reactant: C([N:9]1[C:17]2[C:12](=[CH:13][CH:14]=[CH:15][CH:16]=2)[C:11](=[C:18](Cl)[C:19]2[CH:24]=[CH:23][CH:22]=[CH:21][CH:20]=2)[C:10]1=[O:26])(=O)C1C=CC=CC=1.[NH2:27][C:28]1[CH:29]=[C:30]([CH:36]=[CH:37][CH:38]=1)[C:31]([O:33][CH2:34][CH3:35])=[O:32].[OH-].[Na+]. Product: [CH2:34]([O:33][C:31]([C:30]1[CH:29]=[C:28]([NH:27]/[C:18](=[C:11]2\[C:10](=[O:26])[NH:9][C:17]3[C:12]\2=[CH:13][CH:14]=[CH:15][CH:16]=3)/[C:19]2[CH:20]=[CH:21][CH:22]=[CH:23][CH:24]=2)[CH:38]=[CH:37][CH:36]=1)=[O:32])[CH3:35]. The catalyst class is: 36. (4) Reactant: [C:1]([O:5][C:6]([NH:8][CH2:9][C@@H:10]1[CH2:19][C:18]2[C:13](=[CH:14][CH:15]=[CH:16][CH:17]=2)[CH2:12][N:11]1C(OCC1C=CC=CC=1)=O)=[O:7])([CH3:4])([CH3:3])[CH3:2]. Product: [CH2:12]1[C:13]2[C:18](=[CH:17][CH:16]=[CH:15][CH:14]=2)[CH2:19][C@@H:10]([CH2:9][NH:8][C:6](=[O:7])[O:5][C:1]([CH3:3])([CH3:2])[CH3:4])[NH:11]1. The catalyst class is: 78. (5) Reactant: [C:9](O[C:9]([O:11][C:12]([CH3:15])([CH3:14])[CH3:13])=[O:10])([O:11][C:12]([CH3:15])([CH3:14])[CH3:13])=[O:10].[Br:16][C:17]1[CH:18]=[C:19]([C@@:22]23[N:31]=[C:30]([NH:32][C:33](=[O:40])[C:34]4[CH:39]=[CH:38][CH:37]=[CH:36][CH:35]=4)[S:29][CH2:28][C@@H:27]2[CH2:26][O:25][CH2:24][CH2:23]3)[S:20][CH:21]=1. Product: [C:12]([O:11][C:9]([N:32]([C:30]1[S:29][CH2:28][C@H:27]2[C@:22]([C:19]3[S:20][CH:21]=[C:17]([Br:16])[CH:18]=3)([CH2:23][CH2:24][O:25][CH2:26]2)[N:31]=1)[C:33](=[O:40])[C:34]1[CH:35]=[CH:36][CH:37]=[CH:38][CH:39]=1)=[O:10])([CH3:13])([CH3:14])[CH3:15]. The catalyst class is: 367. (6) Reactant: [NH2:1][C:2]1[CH:10]=[C:9]2[C:5]([CH2:6][O:7][C:8]2=[O:11])=[CH:4][CH:3]=1.[C:12](Cl)(=[O:19])[O:13][CH2:14][C:15]([Cl:18])([Cl:17])[Cl:16].N1C=CC=CC=1. Product: [Cl:16][C:15]([Cl:18])([Cl:17])[CH2:14][O:13][C:12](=[O:19])[NH:1][C:2]1[CH:10]=[C:9]2[C:5](=[CH:4][CH:3]=1)[CH2:6][O:7][C:8]2=[O:11]. The catalyst class is: 4. (7) Reactant: [C:1]([O:7][C:8]([CH3:11])([CH3:10])[CH3:9])(=[O:6])[CH2:2][C:3]([CH3:5])=[O:4].CCC([O-])(C)C.[Na+].[F:19][C:20]1[CH:25]=[CH:24][C:23]([N+:26]([O-:28])=[O:27])=[C:22](F)[C:21]=1[F:30].S(=O)(=O)(O)O.C(=O)(O)[O-].[Na+].[Cl-].[Na+]. Product: [F:30][C:21]1[C:20]([F:19])=[CH:25][CH:24]=[C:23]([N+:26]([O-:28])=[O:27])[C:22]=1[CH:2]([C:3](=[O:4])[CH3:5])[C:1]([O:7][C:8]([CH3:11])([CH3:10])[CH3:9])=[O:6]. The catalyst class is: 93. (8) The catalyst class is: 2. Product: [C:21]([O:20][C:18]([N:4]1[CH2:5][CH:6]2[CH:2]([CH:7]2[CH2:8][OH:9])[CH2:3]1)=[O:17])([CH3:24])([CH3:23])[CH3:22]. Reactant: Cl.[CH:2]12[CH:7]([CH2:8][OH:9])[CH:6]1[CH2:5][NH:4][CH2:3]2.CCN(CC)CC.[O:17](C(OC(C)(C)C)=O)[C:18]([O:20][C:21]([CH3:24])([CH3:23])[CH3:22])=O.